This data is from Catalyst prediction with 721,799 reactions and 888 catalyst types from USPTO. The task is: Predict which catalyst facilitates the given reaction. (1) Reactant: [NH2:1][C:2]1[CH:6]=[CH:5][S:4][C:3]=1C(OC)=O.[OH-].[Na+].C(O)C.C(O[CH:19]=[C:20]([C:26]([O:28][CH2:29][CH3:30])=[O:27])[C:21]([O:23][CH2:24][CH3:25])=[O:22])C. Product: [S:4]1[CH:5]=[CH:6][C:2]([NH:1][CH:19]=[C:20]([C:21]([O:23][CH2:24][CH3:25])=[O:22])[C:26]([O:28][CH2:29][CH3:30])=[O:27])=[CH:3]1. The catalyst class is: 15. (2) Reactant: [CH:1]([C:3]1[CH:8]=[CH:7][C:6]([S:9][C:10]([CH3:19])([CH3:18])[C:11]([O:13][C:14]([CH3:17])([CH3:16])[CH3:15])=[O:12])=[CH:5][CH:4]=1)=O.[CH2:20]([NH2:26])[C:21]1[O:25][CH:24]=[CH:23][CH:22]=1.C([BH3-])#N.[Na+].Cl.C([O-])([O-])=O.[Na+].[Na+]. Product: [O:25]1[CH:24]=[CH:23][CH:22]=[C:21]1[CH2:20][NH:26][CH2:1][C:3]1[CH:8]=[CH:7][C:6]([S:9][C:10]([CH3:19])([CH3:18])[C:11]([O:13][C:14]([CH3:17])([CH3:16])[CH3:15])=[O:12])=[CH:5][CH:4]=1. The catalyst class is: 130. (3) Reactant: C(OC([N:8]1[C:16]2[C:11](=[CH:12][C:13]([C:17]3[CH:18]=[N:19][CH:20]=[CH:21][CH:22]=3)=[CH:14][CH:15]=2)[C:10]([C:23]([O:25][CH2:26][C:27]2[CH:32]=[CH:31][CH:30]=[CH:29][CH:28]=2)=[O:24])=[C:9]1[CH3:33])=O)(C)(C)C.FC(F)(F)C(O)=O. Product: [CH2:26]([O:25][C:23]([C:10]1[C:11]2[C:16](=[CH:15][CH:14]=[C:13]([C:17]3[CH:18]=[N:19][CH:20]=[CH:21][CH:22]=3)[CH:12]=2)[NH:8][C:9]=1[CH3:33])=[O:24])[C:27]1[CH:28]=[CH:29][CH:30]=[CH:31][CH:32]=1. The catalyst class is: 2. (4) Reactant: [C:1]([NH:9][C:10]1[S:11][CH2:12][CH:13]2[CH2:18][N:17]([C:19](OCC3C=CC=CC=3)=O)[CH2:16][C:14]2([C:29]2[CH:34]=[CH:33][CH:32]=[C:31]([Br:35])[CH:30]=2)[N:15]=1)(=[O:8])[C:2]1[CH:7]=[CH:6][CH:5]=[CH:4][CH:3]=1.I[Si](C)(C)C.C(N(C(C)C)CC)(C)C.[F:50][C:51]1[CH:52]=[N:53]C(Cl)=[N:55][CH:56]=1. Product: [Br:35][C:31]1[CH:30]=[C:29]([C:14]23[CH2:16][N:17]([C:19]4[N:53]=[CH:52][C:51]([F:50])=[CH:56][N:55]=4)[CH2:18][CH:13]2[CH2:12][S:11][C:10]([NH:9][C:1](=[O:8])[C:2]2[CH:3]=[CH:4][CH:5]=[CH:6][CH:7]=2)=[N:15]3)[CH:34]=[CH:33][CH:32]=1. The catalyst class is: 10. (5) Reactant: [N+:1]([C:4]1[CH:5]=[C:6]2[C:11](=[CH:12][CH:13]=1)[CH2:10][N:9]([C:14]([O:16][C:17]([CH3:20])([CH3:19])[CH3:18])=[O:15])[CH2:8][CH2:7]2)([O-])=O.[Cl:21][C:22]1[N:30]=[C:29]([CH3:31])[CH:28]=[CH:27][C:23]=1[C:24](O)=[O:25].ON1C2C=CC=CC=2N=N1.Cl.CN(C)CCCN=C=NCC. Product: [Cl:21][C:22]1[C:23]([C:24]([NH:1][C:4]2[CH:5]=[C:6]3[C:11](=[CH:12][CH:13]=2)[CH2:10][N:9]([C:14]([O:16][C:17]([CH3:20])([CH3:19])[CH3:18])=[O:15])[CH2:8][CH2:7]3)=[O:25])=[CH:27][CH:28]=[C:29]([CH3:31])[N:30]=1. The catalyst class is: 9. (6) Reactant: Cl.[CH3:2][O:3][C:4]([C@H:6]1[CH2:11][CH2:10][C@H:9]([NH2:12])[CH2:8][CH2:7]1)=[O:5].[O-]S([O-])(=O)=O.[Mg+2].[CH:19](=O)[C:20]1[CH:25]=[CH:24][CH:23]=[CH:22][CH:21]=1.[BH4-].[Na+]. Product: [CH3:2][O:3][C:4]([CH:6]1[CH2:11][CH2:10][CH:9]([NH:12][CH2:19][C:20]2[CH:25]=[CH:24][CH:23]=[CH:22][CH:21]=2)[CH2:8][CH2:7]1)=[O:5]. The catalyst class is: 24. (7) Reactant: C([O:8][C:9]1[CH:10]=[C:11]([C:20](=[O:26])[CH:21](OCC)O)[C:12]2[O:17][CH2:16][C:15](=[O:18])[NH:14][C:13]=2[CH:19]=1)C1C=CC=CC=1.[F:27][C:28]1[CH:29]=[C:30]([CH2:35][C:36]([NH2:39])([CH3:38])[CH3:37])[CH:31]=[CH:32][C:33]=1[F:34].[BH4-].[Li+].ClCCl. Product: [F:27][C:28]1[CH:29]=[C:30]([CH2:35][C:36]([NH:39][CH2:21][CH:20]([C:11]2[C:12]3[O:17][CH2:16][C:15](=[O:18])[NH:14][C:13]=3[CH:19]=[C:9]([OH:8])[CH:10]=2)[OH:26])([CH3:37])[CH3:38])[CH:31]=[CH:32][C:33]=1[F:34]. The catalyst class is: 30. (8) Reactant: [Cl:1][CH2:2][CH2:3][S:4](Cl)(=[O:6])=[O:5].CS(O)(=O)=O.[NH2:13][CH2:14][C:15]1[CH:22]=[CH:21][C:18]([C:19]#[N:20])=[CH:17][CH:16]=1.N1C=CC=CC=1.C(C1C=CC(CNS(C=C)(=O)=O)=CC=1)#N. Product: [C:14]([C:15]1[CH:22]=[CH:21][C:18]([CH2:19][NH:20][S:4]([CH2:3][CH2:2][Cl:1])(=[O:6])=[O:5])=[CH:17][CH:16]=1)#[N:13]. The catalyst class is: 4. (9) Reactant: [Cl:1][C:2]1[CH:3]=[C:4]([NH:8][C:9]([N:11]2[CH2:16][CH2:15][C:14]3[NH:17][N:18]=[C:19]([CH:20]4[CH2:24][CH2:23][CH:22](O)[CH2:21]4)[C:13]=3[CH2:12]2)=[O:10])[CH:5]=[CH:6][CH:7]=1.CCN(S(F)(F)[F:32])CC. Product: [Cl:1][C:2]1[CH:3]=[C:4]([NH:8][C:9]([N:11]2[CH2:16][CH2:15][C:14]3[NH:17][N:18]=[C:19]([CH:20]4[CH2:24][CH2:23][CH:22]([F:32])[CH2:21]4)[C:13]=3[CH2:12]2)=[O:10])[CH:5]=[CH:6][CH:7]=1. The catalyst class is: 2.